This data is from Forward reaction prediction with 1.9M reactions from USPTO patents (1976-2016). The task is: Predict the product of the given reaction. (1) Given the reactants [H-].[Na+].[NH2:3][C:4]1[C:5]([C:10]([O:12][CH3:13])=[O:11])=[N:6][CH:7]=[CH:8][N:9]=1.Cl[CH2:15][CH2:16][S:17](Cl)(=[O:19])=[O:18].C(=O)([O-])O.[Na+], predict the reaction product. The product is: [N:3]1[S:17](=[O:19])(=[O:18])[CH2:16][CH2:15][N:9]2[CH:8]=[CH:7][N:6]=[C:5]([C:10]([O:12][CH3:13])=[O:11])[C:4]=12. (2) Given the reactants [C:1]1([C:21]2[CH:26]=[CH:25][CH:24]=[CH:23][CH:22]=2)[CH:6]=[CH:5][C:4]([CH2:7][C@H:8]2[N:12](C(=O)C(C)(C)C)[C:11](=[O:19])[C@H:10]([CH3:20])[CH2:9]2)=[CH:3][CH:2]=1.C1(C)C=CC(S(O)(=O)=O)=CC=1.[CH2:38]([OH:40])[CH3:39], predict the reaction product. The product is: [CH2:38]([O:40][C:11](=[O:19])[C@H:10]([CH3:20])[CH2:9][C@H:8]([NH2:12])[CH2:7][C:4]1[CH:5]=[CH:6][C:1]([C:21]2[CH:26]=[CH:25][CH:24]=[CH:23][CH:22]=2)=[CH:2][CH:3]=1)[CH3:39]. (3) Given the reactants Br[C:2]1[CH:9]=[CH:8][C:7]([Cl:10])=[CH:6][C:3]=1[C:4]#[N:5].[NH:11]1[CH2:15][CH2:14][CH2:13][C:12]1=[O:16].C(=O)([O-])[O-].[Cs+].[Cs+], predict the reaction product. The product is: [Cl:10][C:7]1[CH:8]=[CH:9][C:2]([N:11]2[CH2:15][CH2:14][CH2:13][C:12]2=[O:16])=[C:3]([CH:6]=1)[C:4]#[N:5]. (4) Given the reactants Br[C:2]1[CH:7]=[CH:6][C:5]([C:8]2[N:13]=[CH:12][C:11]([OH:14])=[CH:10][CH:9]=2)=[C:4]([F:15])[CH:3]=1.[Na+].[CH3:17][S:18]([O-:20])=[O:19].[OH-].[Na+], predict the reaction product. The product is: [F:15][C:4]1[CH:3]=[C:2]([S:18]([CH3:17])(=[O:20])=[O:19])[CH:7]=[CH:6][C:5]=1[C:8]1[N:13]=[CH:12][C:11]([OH:14])=[CH:10][CH:9]=1. (5) Given the reactants [N:1]1([CH2:6][CH2:7][CH2:8][O:9][C:10]2[CH:15]=[CH:14][C:13]([C:16]3([CH2:22][N:23]4[CH2:28][CH2:27][NH:26][CH2:25][CH2:24]4)[CH2:21][CH2:20][CH2:19][CH2:18][CH2:17]3)=[CH:12][CH:11]=2)[CH2:5][CH2:4][CH2:3][CH2:2]1.[C:29](OC(=O)C)(=[O:31])[CH3:30], predict the reaction product. The product is: [C:29]([N:26]1[CH2:25][CH2:24][N:23]([CH2:22][C:16]2([C:13]3[CH:12]=[CH:11][C:10]([O:9][CH2:8][CH2:7][CH2:6][N:1]4[CH2:5][CH2:4][CH2:3][CH2:2]4)=[CH:15][CH:14]=3)[CH2:21][CH2:20][CH2:19][CH2:18][CH2:17]2)[CH2:28][CH2:27]1)(=[O:31])[CH3:30]. (6) Given the reactants Br[C:2]1[C:7]([CH2:8][OH:9])=[CH:6][CH:5]=[CH:4][N:3]=1.[CH2:10]([Mg]Br)[CH:11]([CH3:13])[CH3:12].[Cl-].[NH4+], predict the reaction product. The product is: [CH2:10]([C:2]1[C:7]([CH2:8][OH:9])=[CH:6][CH:5]=[CH:4][N:3]=1)[CH:11]([CH3:13])[CH3:12].